Dataset: NCI-60 drug combinations with 297,098 pairs across 59 cell lines. Task: Regression. Given two drug SMILES strings and cell line genomic features, predict the synergy score measuring deviation from expected non-interaction effect. Drug 1: CC12CCC3C(C1CCC2O)C(CC4=C3C=CC(=C4)O)CCCCCCCCCS(=O)CCCC(C(F)(F)F)(F)F. Drug 2: CCC1=C2CN3C(=CC4=C(C3=O)COC(=O)C4(CC)O)C2=NC5=C1C=C(C=C5)O. Cell line: A498. Synergy scores: CSS=17.9, Synergy_ZIP=-4.47, Synergy_Bliss=0.927, Synergy_Loewe=-87.7, Synergy_HSA=-0.626.